From a dataset of Full USPTO retrosynthesis dataset with 1.9M reactions from patents (1976-2016). Predict the reactants needed to synthesize the given product. (1) Given the product [N:8]([C:7]1[CH:9]=[CH:10][CH:11]=[CH:12][C:6]=1[C:5]([OH:14])=[O:13])=[N+:15]=[N-:16], predict the reactants needed to synthesize it. The reactants are: N([O-])=O.[Na+].[C:5]([OH:14])(=[O:13])[C:6]1[C:7](=[CH:9][CH:10]=[CH:11][CH:12]=1)[NH2:8].[N-:15]=[N+:16]=[N-].[Na+].O.O.O.C([O-])(=O)C.[Na+]. (2) Given the product [CH3:19][O:2][C:1]([C:4]1[CH:12]=[C:11]2[C:7]([C:8]([CH3:13])=[N:9][NH:10]2)=[CH:6][CH:5]=1)=[O:3], predict the reactants needed to synthesize it. The reactants are: [C:1]([C:4]1[CH:12]=[C:11]2[C:7]([C:8]([CH3:13])=[N:9][NH:10]2)=[CH:6][CH:5]=1)([OH:3])=[O:2].S(=O)(=O)(O)O.[C:19](=O)([O-])O.[Na+]. (3) Given the product [ClH:45].[N:11]1([C:15]2[CH:20]=[CH:19][C:18]([NH:21][C:22]([C:24]3[N:25]=[C:26]([C:33]4[CH:38]=[CH:37][CH:36]=[CH:35][CH:34]=4)[O:27][C:28]=3[C:29]([F:32])([F:30])[F:31])=[O:23])=[CH:17][CH:16]=2)[CH2:12][CH2:13][CH2:14][NH:8][CH2:9][CH2:10]1, predict the reactants needed to synthesize it. The reactants are: C(OC([N:8]1[CH2:14][CH2:13][CH2:12][N:11]([C:15]2[CH:20]=[CH:19][C:18]([NH:21][C:22]([C:24]3[N:25]=[C:26]([C:33]4[CH:38]=[CH:37][CH:36]=[CH:35][CH:34]=4)[O:27][C:28]=3[C:29]([F:32])([F:31])[F:30])=[O:23])=[CH:17][CH:16]=2)[CH2:10][CH2:9]1)=O)(C)(C)C.O1CCOCC1.[ClH:45]. (4) Given the product [OH:5][CH2:6][C@H:7]([NH:18][C:19]([C:21]1[C:26]2[O:27][CH2:28][CH2:29][CH2:30][CH2:31][C:25]=2[CH:24]=[C:23]([C:3]#[C:2][CH2:1][OH:4])[CH:22]=1)=[O:20])[CH2:8][C:9]1[C:17]2[C:12](=[CH:13][CH:14]=[CH:15][CH:16]=2)[NH:11][CH:10]=1, predict the reactants needed to synthesize it. The reactants are: [CH2:1]([OH:4])[C:2]#[CH:3].[OH:5][CH2:6][C@H:7]([NH:18][C:19]([C:21]1[C:26]2[O:27][CH2:28][CH2:29][CH2:30][CH2:31][C:25]=2[CH:24]=[C:23](Br)[CH:22]=1)=[O:20])[CH2:8][C:9]1[C:17]2[C:12](=[CH:13][CH:14]=[CH:15][CH:16]=2)[NH:11][CH:10]=1.CCCC[N+](CCCC)(CCCC)CCCC.[F-]. (5) Given the product [CH3:1][C:2]([N:6]1[CH:10]=[C:9]([N+:11]([O-:13])=[O:12])[N:8]=[CH:7]1)([CH3:5])[CH2:3][N:14]1[CH2:18][CH2:17][CH2:16][CH2:15]1, predict the reactants needed to synthesize it. The reactants are: [CH3:1][C:2]([N:6]1[CH:10]=[C:9]([N+:11]([O-:13])=[O:12])[N:8]=[CH:7]1)([CH3:5])[CH:3]=O.[NH:14]1[CH2:18][CH2:17][CH2:16][CH2:15]1.